This data is from Full USPTO retrosynthesis dataset with 1.9M reactions from patents (1976-2016). The task is: Predict the reactants needed to synthesize the given product. (1) Given the product [CH3:44][N:37]([C:38]1[CH:43]=[CH:42][CH:41]=[CH:40][CH:39]=1)[C:35](=[O:36])[CH2:34][NH:33][C:14](=[O:15])[C:13]1[CH:17]=[CH:18][CH:19]=[CH:20][CH:12]=1, predict the reactants needed to synthesize it. The reactants are: BrC1C=CC(NC(=O)CO[C:12]2[CH:20]=[CH:19][CH:18]=[CH:17][C:13]=2[C:14](O)=[O:15])=CC=1.CN(C)C=O.C(Cl)(=O)C(Cl)=O.[NH2:33][CH2:34][C:35]([N:37]([CH3:44])[C:38]1[CH:43]=[CH:42][CH:41]=[CH:40][CH:39]=1)=[O:36].C(N(CC)CC)C. (2) Given the product [CH2:21]([N:23]([CH2:24][CH3:25])[C:18]([CH:16]1[C:15]2[C:14]3[C:9](=[CH:10][CH:11]=[CH:12][CH:13]=3)[NH:8][C:7]=2[C:6]2[CH:1]=[CH:2][CH:3]=[CH:4][C:5]=2[S:17]1)=[O:20])[CH3:22], predict the reactants needed to synthesize it. The reactants are: [CH:1]1[C:6]2[C:7]3[NH:8][C:9]4[C:14]([C:15]=3[CH:16]([C:18]([OH:20])=O)[S:17][C:5]=2[CH:4]=[CH:3][CH:2]=1)=[CH:13][CH:12]=[CH:11][CH:10]=4.[CH2:21]([NH:23][CH2:24][CH3:25])[CH3:22].F[P-](F)(F)(F)(F)F.Br[P+](N1CCCC1)(N1CCCC1)N1CCCC1.C(N(C(C)C)CC)(C)C. (3) Given the product [CH3:1][O:2][C:3]1[CH:9]=[C:8]([O:10][CH2:11][CH2:12][CH3:13])[CH:7]=[CH:6][C:4]=1[N:5]1[CH2:21][CH2:20][C:19](=[O:22])[CH2:18][CH2:17]1, predict the reactants needed to synthesize it. The reactants are: [CH3:1][O:2][C:3]1[CH:9]=[C:8]([O:10][CH2:11][CH2:12][CH3:13])[CH:7]=[CH:6][C:4]=1[NH2:5].[I-].C[N+]1(CC2C=CC=CC=2)[CH2:21][CH2:20][C:19](=[O:22])[CH2:18][CH2:17]1.C(Cl)Cl. (4) Given the product [CH3:1][S:2]([C:5]1[CH:20]=[CH:19][C:8]([CH2:9][O:10][C:11]2[CH:12]=[CH:13][C:14]([CH:17]=[N:22][OH:23])=[N:15][CH:16]=2)=[CH:7][CH:6]=1)(=[O:4])=[O:3], predict the reactants needed to synthesize it. The reactants are: [CH3:1][S:2]([C:5]1[CH:20]=[CH:19][C:8]([CH2:9][O:10][C:11]2[CH:12]=[CH:13][C:14]([CH:17]=O)=[N:15][CH:16]=2)=[CH:7][CH:6]=1)(=[O:4])=[O:3].Cl.[NH2:22][OH:23].C([O-])(O)=O.[Na+].